Task: Predict the product of the given reaction.. Dataset: Forward reaction prediction with 1.9M reactions from USPTO patents (1976-2016) (1) Given the reactants Cl[C:2]1[C:11]2[C:6](=[CH:7][CH:8]=[C:9]([OH:12])[CH:10]=2)[N:5]=[CH:4][N:3]=1.[F:13][CH2:14][CH:15](O)[CH2:16][F:17].[F:19][C:20]1[N:25]=[C:24]2[S:26][C:27]([NH2:29])=[N:28][C:23]2=[CH:22][CH:21]=1, predict the reaction product. The product is: [F:13][CH2:14][CH:15]([CH2:16][F:17])[O:12][C:9]1[CH:10]=[C:11]2[C:6](=[CH:7][CH:8]=1)[N:5]=[CH:4][N:3]=[C:2]2[NH:29][C:27]1[S:26][C:24]2[C:23]([N:28]=1)=[CH:22][CH:21]=[C:20]([F:19])[N:25]=2. (2) Given the reactants [O:1]=[C:2]1[CH2:7][CH2:6][N:5]([C:8]2[CH:16]=[CH:15][C:11]([C:12]([OH:14])=O)=[CH:10][CH:9]=2)[CH2:4][CH2:3]1.Cl.[CH2:18]([O:20][C:21](=[O:27])[C@H:22]([CH:24]([CH3:26])[CH3:25])[NH2:23])[CH3:19], predict the reaction product. The product is: [CH2:18]([O:20][C:21](=[O:27])[C@@H:22]([NH:23][C:12](=[O:14])[C:11]1[CH:10]=[CH:9][C:8]([N:5]2[CH2:4][CH2:3][C:2](=[O:1])[CH2:7][CH2:6]2)=[CH:16][CH:15]=1)[CH:24]([CH3:26])[CH3:25])[CH3:19]. (3) Given the reactants C[O:2][CH2:3][C:4]1[CH:9]=[CH:8][C:7]([C:10]2[CH:15]=[CH:14][C:13]([CH2:16][O:17]C)=[CH:12][CH:11]=2)=[CH:6][CH:5]=1.Br([O-])(=O)=O.[Na+], predict the reaction product. The product is: [CH:16]([C:13]1[CH:12]=[CH:11][C:10]([C:7]2[CH:8]=[CH:9][C:4]([CH:3]=[O:2])=[CH:5][CH:6]=2)=[CH:15][CH:14]=1)=[O:17]. (4) The product is: [NH2:8][CH2:9][C:10]1[CH:11]=[C:12]([C:16]2[C:21]([C:22]#[N:23])=[CH:20][CH:19]=[C:18]([CH2:24][O:25][C:26]3[CH:31]=[CH:30][CH:29]=[CH:28][C:27]=3[CH2:32][C:33]([OH:35])=[O:34])[CH:17]=2)[CH:13]=[CH:14][CH:15]=1. Given the reactants C(OC([NH:8][CH2:9][C:10]1[CH:11]=[C:12]([C:16]2[C:21]([C:22]#[N:23])=[CH:20][CH:19]=[C:18]([CH2:24][O:25][C:26]3[CH:31]=[CH:30][CH:29]=[CH:28][C:27]=3[CH2:32][C:33]([O:35]C(C)(C)C)=[O:34])[CH:17]=2)[CH:13]=[CH:14][CH:15]=1)=O)(C)(C)C.Cl, predict the reaction product. (5) Given the reactants [C:1]1(C2(C(O)=O)C=CON2)[CH:6]=[CH:5][CH:4]=[CH:3][CH:2]=1.[C:15]([O:19][C:20](=[O:26])[NH:21][CH2:22][CH2:23][CH2:24][NH2:25])([CH3:18])([CH3:17])[CH3:16].CCO[C:30]([C:32]([C:45]#N)=[N:33][O:34][C:35](N1CCOCC1)=[N+](C)C)=[O:31].F[P-](F)(F)(F)(F)F.CCN(C(C)C)C(C)C, predict the reaction product. The product is: [C:1]1([C:35]2[O:34][N:33]=[C:32]([C:30]([NH:25][CH2:24][CH2:23][CH2:22][NH:21][C:20](=[O:26])[O:19][C:15]([CH3:18])([CH3:16])[CH3:17])=[O:31])[CH:45]=2)[CH:6]=[CH:5][CH:4]=[CH:3][CH:2]=1.